This data is from Catalyst prediction with 721,799 reactions and 888 catalyst types from USPTO. The task is: Predict which catalyst facilitates the given reaction. (1) Reactant: Br[C:2]1[CH:3]=[C:4]([N+:14]([O-:16])=[O:15])[C:5]([NH2:13])=[N:6][C:7]=1[C:8]1[S:9][CH:10]=[CH:11][CH:12]=1.C(=O)([O-])[O-].[Cs+].[Cs+]. Product: [N+:14]([C:4]1[CH:3]=[C:2]([C:3]2[CH:2]=[CH:7][N:6]=[CH:5][CH:4]=2)[C:7]([C:8]2[S:9][CH:10]=[CH:11][CH:12]=2)=[N:6][C:5]=1[NH2:13])([O-:16])=[O:15]. The catalyst class is: 12. (2) Reactant: [F:1][C:2]1[CH:3]=[C:4]([CH:24]=[CH:25][C:26]=1[O:27][C:28]1[CH:33]=[CH:32][N:31]=[C:30]([C:34]([F:37])([F:36])[F:35])[CH:29]=1)[CH2:5][O:6][C:7]1[CH:8]=[C:9]2[N:16](C(OC(C)(C)C)=O)[CH2:15][CH2:14][N:10]2[C:11](=[O:13])[N:12]=1. Product: [F:1][C:2]1[CH:3]=[C:4]([CH:24]=[CH:25][C:26]=1[O:27][C:28]1[CH:33]=[CH:32][N:31]=[C:30]([C:34]([F:37])([F:35])[F:36])[CH:29]=1)[CH2:5][O:6][C:7]1[CH:8]=[C:9]2[NH:16][CH2:15][CH2:14][N:10]2[C:11](=[O:13])[N:12]=1. The catalyst class is: 3. (3) Reactant: [H-].[H-].[H-].[H-].[Li+].[Al+3].[Br:7][C:8]1[CH:17]=[CH:16][C:11]([O:12][CH2:13][C:14]#[N:15])=[C:10]([CH2:18][N:19]2[CH2:24][CH2:23][C:22]([C:26]3[CH:31]=[CH:30][C:29]([Br:32])=[CH:28][CH:27]=3)([OH:25])[CH2:21][CH2:20]2)[CH:9]=1. The catalyst class is: 28. Product: [NH2:15][CH2:14][CH2:13][O:12][C:11]1[CH:16]=[CH:17][C:8]([Br:7])=[CH:9][C:10]=1[CH2:18][N:19]1[CH2:20][CH2:21][C:22]([C:26]2[CH:27]=[CH:28][C:29]([Br:32])=[CH:30][CH:31]=2)([OH:25])[CH2:23][CH2:24]1. (4) Reactant: [C:1]1([C:11](Cl)=[O:12])[C:10]2[C:5](=[CH:6][CH:7]=[CH:8][CH:9]=2)[CH:4]=[CH:3][CH:2]=1.Cl.[CH3:15][NH:16][O:17][CH3:18].C(N(CC)CC)C. Product: [CH3:18][O:17][N:16]([CH3:15])[C:11]([C:1]1[C:10]2[C:5](=[CH:6][CH:7]=[CH:8][CH:9]=2)[CH:4]=[CH:3][CH:2]=1)=[O:12]. The catalyst class is: 2. (5) Reactant: C(OC([N:8]1[CH2:13][CH2:12][C:11]2[C:14]([C:27]#[N:28])=[C:15]([NH:17][C:18](=[O:26])[CH2:19][CH2:20][C:21]3[O:22][CH:23]=[CH:24][CH:25]=3)[S:16][C:10]=2[CH2:9]1)=O)(C)(C)C. Product: [C:27]([C:14]1[C:11]2[CH2:12][CH2:13][NH:8][CH2:9][C:10]=2[S:16][C:15]=1[NH:17][C:18](=[O:26])[CH2:19][CH2:20][C:21]1[O:22][CH:23]=[CH:24][CH:25]=1)#[N:28]. The catalyst class is: 620. (6) Reactant: [CH3:1][O:2][C:3]([C:5]1[NH:25][C:8]2=[N:9][CH:10]=[C:11]([CH2:13][NH:14][CH2:15][C:16]3[CH:21]=[CH:20][CH:19]=[C:18]([N+:22]([O-:24])=[O:23])[CH:17]=3)[CH:12]=[C:7]2[CH:6]=1)=[O:4].C(N(CC)CC)C.[CH3:33][C:34]([O:37][C:38](O[C:38]([O:37][C:34]([CH3:36])([CH3:35])[CH3:33])=[O:39])=[O:39])([CH3:36])[CH3:35]. Product: [CH3:1][O:2][C:3]([C:5]1[NH:25][C:8]2=[N:9][CH:10]=[C:11]([CH2:13][N:14]([C:38]([O:37][C:34]([CH3:36])([CH3:35])[CH3:33])=[O:39])[CH2:15][C:16]3[CH:21]=[CH:20][CH:19]=[C:18]([N+:22]([O-:24])=[O:23])[CH:17]=3)[CH:12]=[C:7]2[CH:6]=1)=[O:4]. The catalyst class is: 616. (7) Reactant: [F:1][CH:2]([F:13])[C:3]1[S:4][CH:5]=[C:6]([C:8](OCC)=[O:9])[N:7]=1.[BH4-].[Na+]. Product: [F:1][CH:2]([F:13])[C:3]1[S:4][CH:5]=[C:6]([CH2:8][OH:9])[N:7]=1. The catalyst class is: 5. (8) Reactant: [NH2:1][C:2]1[S:3][C:4]([C:8]([OH:10])=O)=[C:5]([CH3:7])[N:6]=1.C(N(CC)C(C)C)(C)C.Cl.CN(C)CCCN=C=NCC.O.ON1C2C=CC=CC=2N=N1.[CH2:43]([NH2:50])[C:44]1[CH:49]=[CH:48][CH:47]=[CH:46][CH:45]=1. Product: [NH2:1][C:2]1[S:3][C:4]([C:8]([NH:50][CH2:43][C:44]2[CH:49]=[CH:48][CH:47]=[CH:46][CH:45]=2)=[O:10])=[C:5]([CH3:7])[N:6]=1. The catalyst class is: 42. (9) Reactant: O.O.[ClH:3].[CH3:4][CH:5]([O:7][C:8]1[CH:13]=[CH:12][CH:11]=[CH:10][C:9]=1[N:14]1[CH2:19][CH2:18][N:17]([CH2:20][CH2:21][NH:22][C:23](=[O:32])[CH2:24][N:25]2[CH2:30][CH2:29][CH2:28][CH2:27][C:26]2=[O:31])[CH2:16][CH2:15]1)[CH3:6]. Product: [ClH:3].[CH3:6][CH:5]([O:7][C:8]1[CH:13]=[CH:12][CH:11]=[CH:10][C:9]=1[N:14]1[CH2:15][CH2:16][N:17]([CH2:20][CH2:21][NH:22][C:23](=[O:32])[CH2:24][N:25]2[CH2:30][CH2:29][CH2:28][CH2:27][C:26]2=[O:31])[CH2:18][CH2:19]1)[CH3:4]. The catalyst class is: 113.